From a dataset of Reaction yield outcomes from USPTO patents with 853,638 reactions. Predict the reaction yield, written as a fraction of the theoretical maximum amount of product (1.0 means a 100% yield; for example, 0.34 means a 34% yield). (1) The reactants are FC(F)(F)C(O)=O.[Cl:8][C:9]1[CH:14]=[CH:13][C:12]([C:15]2([C:35]#[N:36])[CH:19]([CH2:20][C:21]([CH3:24])([CH3:23])[CH3:22])[NH:18][CH:17]([C:25]([OH:27])=O)[CH:16]2[C:28]2[CH:33]=[CH:32][CH:31]=[C:30]([Cl:34])[CH:29]=2)=[C:11]([F:37])[CH:10]=1.CC1(C)[O:43][C@H:42]([CH2:44][CH2:45][NH2:46])[CH2:41][O:40]1.CN(C(ON1N=NC2C=CC=NC1=2)=[N+](C)C)C.F[P-](F)(F)(F)(F)F.CCN(C(C)C)C(C)C.Cl. The catalyst is C(Cl)Cl.O1CCCC1. The product is [OH:43][C@@H:42]([CH2:41][OH:40])[CH2:44][CH2:45][NH:46][C:25]([CH:17]1[CH:16]([C:28]2[CH:33]=[CH:32][CH:31]=[C:30]([Cl:34])[CH:29]=2)[C:15]([C:12]2[CH:13]=[CH:14][C:9]([Cl:8])=[CH:10][C:11]=2[F:37])([C:35]#[N:36])[CH:19]([CH2:20][C:21]([CH3:24])([CH3:23])[CH3:22])[NH:18]1)=[O:27]. The yield is 0.540. (2) The reactants are C(OC([N:8]1[CH2:12][CH2:11][CH2:10][C@@H:9]1[CH2:13][O:14][C:15]1[CH:20]=[CH:19][C:18]([O:21][C:22]2[CH:27]=[CH:26][C:25]([C:28]3[CH:29]=[N:30][CH:31]=[CH:32][CH:33]=3)=[CH:24][CH:23]=2)=[CH:17][CH:16]=1)=O)(C)(C)C.[ClH:34]. The catalyst is O1CCOCC1. The product is [ClH:34].[NH:8]1[CH2:12][CH2:11][CH2:10][C@@H:9]1[CH2:13][O:14][C:15]1[CH:16]=[CH:17][C:18]([O:21][C:22]2[CH:27]=[CH:26][C:25]([C:28]3[CH:29]=[N:30][CH:31]=[CH:32][CH:33]=3)=[CH:24][CH:23]=2)=[CH:19][CH:20]=1. The yield is 0.950. (3) The reactants are [F:1][C:2]1[CH:3]=[C:4]([CH:7]=[CH:8][C:9]=1[N:10]1[CH2:15][CH2:14][N:13]([C:16](=[O:28])[C:17]2[CH:22]=[C:21]([S:23]([CH3:26])(=[O:25])=[O:24])[CH:20]=[CH:19][C:18]=2I)[CH2:12][CH2:11]1)[C:5]#[N:6].[CH3:29][C:30]1[CH:31]=[N:32][NH:33][CH:34]=1. No catalyst specified. The product is [F:1][C:2]1[CH:3]=[C:4]([CH:7]=[CH:8][C:9]=1[N:10]1[CH2:15][CH2:14][N:13]([C:16](=[O:28])[C:17]2[CH:22]=[C:21]([S:23]([CH3:26])(=[O:25])=[O:24])[CH:20]=[CH:19][C:18]=2[N:32]2[CH:31]=[C:30]([CH3:29])[CH:34]=[N:33]2)[CH2:12][CH2:11]1)[C:5]#[N:6]. The yield is 0.200. (4) The reactants are [NH2:1][CH:2]1[CH2:7][CH2:6][N:5]([C:8]([O:10][CH2:11][CH2:12][CH2:13][CH3:14])=[O:9])[CH2:4][CH2:3]1.[CH3:15][S:16](Cl)(=[O:18])=[O:17].CCN(C(C)C)C(C)C.ClCCl. The catalyst is O. The product is [CH3:15][S:16]([NH:1][CH:2]1[CH2:3][CH2:4][N:5]([C:8]([O:10][CH2:11][CH2:12][CH2:13][CH3:14])=[O:9])[CH2:6][CH2:7]1)(=[O:18])=[O:17]. The yield is 0.960. (5) The reactants are [OH:1][C:2]1[CH:11]=[CH:10][C:9]2[C:8](=[O:12])[CH2:7][CH2:6][CH2:5][C:4]=2[C:3]=1[CH2:13][N:14]1[C:22](=[O:23])[C:21]2[C:16](=[CH:17][CH:18]=[CH:19][CH:20]=2)[C:15]1=[O:24].[N:25]1([CH2:30][CH:31]([C:33]2[CH:38]=[CH:37][CH:36]=[CH:35][CH:34]=2)O)[CH:29]=[CH:28][N:27]=[CH:26]1.C1(P(C2C=CC=CC=2)C2C=CC=CC=2)C=CC=CC=1.CCOC(/N=N/C(OCC)=O)=O. The catalyst is C1COCC1.CO.C(Cl)Cl. The product is [N:25]1([CH2:30][C@H:31]([C:33]2[CH:38]=[CH:37][CH:36]=[CH:35][CH:34]=2)[O:1][C:2]2[CH:11]=[CH:10][C:9]3[C:8](=[O:12])[CH2:7][CH2:6][CH2:5][C:4]=3[C:3]=2[CH2:13][N:14]2[C:15](=[O:24])[C:16]3[C:21](=[CH:20][CH:19]=[CH:18][CH:17]=3)[C:22]2=[O:23])[CH:29]=[CH:28][N:27]=[CH:26]1. The yield is 0.870. (6) The reactants are [Cl:1][C:2]1[CH:3]=[C:4]2[C:9](=[C:10]([O:20]C)[C:11]=1[C:12]1[CH:17]=[CH:16][C:15]([F:18])=[CH:14][C:13]=1[F:19])[N:8]=[CH:7][N:6]=[C:5]2[N:22]1[CH2:27][CH2:26][N:25]([C:28](=[O:31])[CH:29]=[CH2:30])[CH2:24][CH2:23]1.B(Br)(Br)Br.C([O-])(O)=O.[Na+]. The catalyst is ClCCl. The product is [Cl:1][C:2]1[CH:3]=[C:4]2[C:9](=[C:10]([OH:20])[C:11]=1[C:12]1[CH:17]=[CH:16][C:15]([F:18])=[CH:14][C:13]=1[F:19])[N:8]=[CH:7][N:6]=[C:5]2[N:22]1[CH2:27][CH2:26][N:25]([C:28](=[O:31])[CH:29]=[CH2:30])[CH2:24][CH2:23]1. The yield is 0.330.